Dataset: Full USPTO retrosynthesis dataset with 1.9M reactions from patents (1976-2016). Task: Predict the reactants needed to synthesize the given product. (1) Given the product [OH:3][CH2:2][C:9]1[C:18]2[C:13](=[CH:14][CH:15]=[CH:16][CH:17]=2)[C:12](=[O:32])[NH:11][N:10]=1, predict the reactants needed to synthesize it. The reactants are: Cl[C:2](OCC(C)C)=[O:3].[CH:9]1[C:18]2[C:13](=[CH:14][CH:15]=[CH:16][CH:17]=2)[CH:12]=[N:11][N:10]=1.C(N(CC)CC)C.[BH4-].[Na+].Cl.C1C[O:32]CC1. (2) Given the product [CH3:44][C:45]([NH:11][C@@H:10]([C:9]([NH:8][CH2:16][C:29]1[CH:30]=[CH:31][CH:32]=[CH:33][CH:34]=1)=[O:15])[CH2:12][O:13][CH3:14])=[O:46], predict the reactants needed to synthesize it. The reactants are: C([N:8]([C:16]([C:29]1[CH:34]=[CH:33][CH:32]=[CH:31][CH:30]=1)(C1C=CC=CC=1)C1C=CC=CC=1)[C:9](=[O:15])[C@@H:10]([CH2:12][O:13][CH3:14])[NH2:11])C1C=CC=CC=1.C(NC(=O)[C@H:44](N)[CH2:45][O:46]C)C1C=CC=CC=1.Cl.C(OC(=O)C)(=O)C. (3) The reactants are: CS(O[CH2:6][CH2:7][S:8]([CH2:11][C:12]1[CH:17]=[CH:16][C:15]([CH3:18])=[CH:14][CH:13]=1)(=[O:10])=[O:9])(=O)=O.CC1C=CC(CS(C=C)(=O)=O)=CC=1.[NH:32]1[CH2:36][CH2:35][CH2:34][CH2:33]1. Given the product [CH3:18][C:15]1[CH:16]=[CH:17][C:12]([CH2:11][S:8]([CH2:7][CH2:6][N:32]2[CH2:36][CH2:35][CH2:34][CH2:33]2)(=[O:10])=[O:9])=[CH:13][CH:14]=1, predict the reactants needed to synthesize it. (4) Given the product [NH2:24][CH:10]1[CH2:11][C:12]2[C:17](=[CH:16][CH:15]=[C:14]([C:18]3[CH:23]=[CH:22][CH:21]=[CH:20][CH:19]=3)[N:13]=2)[N:8]([CH2:1][C:2]2[CH:7]=[CH:6][CH:5]=[CH:4][CH:3]=2)[C:9]1=[O:35], predict the reactants needed to synthesize it. The reactants are: [CH2:1]([N:8]1[C:17]2[C:12](=[N:13][C:14]([C:18]3[CH:23]=[CH:22][CH:21]=[CH:20][CH:19]=3)=[CH:15][CH:16]=2)[CH2:11][CH:10]([NH:24]C(=O)OCC2C=CC=CC=2)[C:9]1=[O:35])[C:2]1[CH:7]=[CH:6][CH:5]=[CH:4][CH:3]=1. (5) Given the product [Cl:1][C:2]1[S:6][C:5]([C:7]2[N:12]=[C:11]([NH:13][C:14]3[CH:19]=[CH:18][C:17]([CH2:20][C:21]([NH:31][C:30]#[N:28])=[O:22])=[CH:16][CH:15]=3)[C:10]([CH2:24][CH3:25])=[C:9]([CH3:26])[N:8]=2)=[CH:4][CH:3]=1, predict the reactants needed to synthesize it. The reactants are: [Cl:1][C:2]1[S:6][C:5]([C:7]2[N:12]=[C:11]([NH:13][C:14]3[CH:19]=[CH:18][C:17]([CH2:20][C:21](O)=[O:22])=[CH:16][CH:15]=3)[C:10]([CH2:24][CH3:25])=[C:9]([CH3:26])[N:8]=2)=[CH:4][CH:3]=1.C[N:28]([C:30](ON1N=NC2C=CC=NC1=2)=[N+:31](C)C)C.F[P-](F)(F)(F)(F)F.C(N(C(C)C)CC)(C)C. (6) Given the product [IH:31].[IH:31].[N:11]1([C:15]2[N:19]([CH2:20][CH2:21][O:22][CH2:23][CH2:24][O:25][CH3:26])[C:18]3[CH:27]=[CH:28][CH:29]=[CH:30][C:17]=3[N:16]=2)[CH2:12][CH2:13][CH2:14][NH:8][CH2:9][CH2:10]1, predict the reactants needed to synthesize it. The reactants are: C(OC([N:8]1[CH2:14][CH2:13][CH2:12][N:11]([C:15]2[N:19]([CH2:20][CH2:21][O:22][CH2:23][CH2:24][O:25][CH3:26])[C:18]3[CH:27]=[CH:28][CH:29]=[CH:30][C:17]=3[N:16]=2)[CH2:10][CH2:9]1)=O)(C)(C)C.[IH:31].